Dataset: Full USPTO retrosynthesis dataset with 1.9M reactions from patents (1976-2016). Task: Predict the reactants needed to synthesize the given product. (1) Given the product [F:1][C:2]1[CH:3]=[C:4]([CH:8]2[CH2:12][CH2:11][CH2:10][N:9]2[C:13]2[CH:18]=[CH:17][N:16]3[N:19]=[CH:20][C:21]([C:22]([NH:32][NH:31][C:26](=[O:30])[CH:27]([CH3:29])[CH3:28])=[O:23])=[C:15]3[N:14]=2)[CH:5]=[N:6][CH:7]=1, predict the reactants needed to synthesize it. The reactants are: [F:1][C:2]1[CH:3]=[C:4]([CH:8]2[CH2:12][CH2:11][CH2:10][N:9]2[C:13]2[CH:18]=[CH:17][N:16]3[N:19]=[CH:20][C:21]([C:22](O)=[O:23])=[C:15]3[N:14]=2)[CH:5]=[N:6][CH:7]=1.Cl.[C:26]([NH:31][NH2:32])(=[O:30])[CH:27]([CH3:29])[CH3:28].CCN(C(C)C)C(C)C.CN(C(ON1N=NC2C=CC=NC1=2)=[N+](C)C)C.F[P-](F)(F)(F)(F)F. (2) Given the product [N:1]([C:2]1[CH:3]=[CH:4][C:5]([CH2:6][NH:7][C:8](=[O:16])[C@@H:9]([NH:12][C:13](=[O:15])[CH3:14])[CH2:10][OH:11])=[CH:17][CH:18]=1)=[N+:23]=[N-:24], predict the reactants needed to synthesize it. The reactants are: [NH2:1][C:2]1[CH:18]=[CH:17][C:5]([CH2:6][NH:7][C:8](=[O:16])[C@@H:9]([NH:12][C:13](=[O:15])[CH3:14])[CH2:10][OH:11])=[CH:4][CH:3]=1.[Si]([N:23]=[N+:24]=[N-])(C)(C)C. (3) Given the product [CH:13]([NH:26][C:3](=[O:4])[CH2:2][Br:1])([C:20]1[CH:21]=[CH:22][CH:23]=[CH:24][CH:25]=1)[C:14]1[CH:19]=[CH:18][CH:17]=[CH:16][CH:15]=1, predict the reactants needed to synthesize it. The reactants are: [Br:1][CH2:2][C:3](Br)=[O:4].C(N(CC)CC)C.[CH:13]([NH2:26])([C:20]1[CH:25]=[CH:24][CH:23]=[CH:22][CH:21]=1)[C:14]1[CH:19]=[CH:18][CH:17]=[CH:16][CH:15]=1.